From a dataset of Full USPTO retrosynthesis dataset with 1.9M reactions from patents (1976-2016). Predict the reactants needed to synthesize the given product. (1) Given the product [N:18]1([C:23]2[CH:36]=[CH:35][C:26]([CH2:27][C:28]3[C:45]([Cl:46])=[N:1][C:2]4[C:17]([C:29]=3[Cl:39])=[CH:16][C:5]([C:6]([C:8]3[CH:15]=[CH:14][C:11]([C:12]#[N:13])=[CH:10][CH:9]=3)=[O:7])=[CH:4][CH:3]=4)=[CH:25][CH:24]=2)[CH:22]=[N:21][CH:20]=[N:19]1, predict the reactants needed to synthesize it. The reactants are: [NH2:1][C:2]1[CH:17]=[CH:16][C:5]([C:6]([C:8]2[CH:15]=[CH:14][C:11]([C:12]#[N:13])=[CH:10][CH:9]=2)=[O:7])=[CH:4][CH:3]=1.[N:18]1([C:23]2[CH:36]=[CH:35][C:26]([CH2:27][CH:28](C(O)=O)[C:29](O)=O)=[CH:25][CH:24]=2)[CH:22]=[N:21][CH:20]=[N:19]1.P(Cl)(Cl)([Cl:39])=O.[OH-].[K+].Cl[CH2:45][Cl:46]. (2) Given the product [CH2:24]([C:14]1[C:13]([CH2:12][C:9]2[CH:8]=[CH:7][C:6](/[CH:5]=[CH:4]/[CH2:3][OH:2])=[CH:11][CH:10]=2)=[C:17]2[N:18]=[C:19]([CH3:23])[CH:20]=[C:21]([CH3:22])[N:16]2[N:15]=1)[CH3:25], predict the reactants needed to synthesize it. The reactants are: C[O:2][C:3](=O)/[CH:4]=[CH:5]/[C:6]1[CH:11]=[CH:10][C:9]([CH2:12][C:13]2[C:14]([CH2:24][CH3:25])=[N:15][N:16]3[C:21]([CH3:22])=[CH:20][C:19]([CH3:23])=[N:18][C:17]=23)=[CH:8][CH:7]=1.CC(C[AlH]CC(C)C)C. (3) Given the product [CH3:16][O:17][CH2:18][CH2:19][O:20][C:21]1[CH:22]=[N:23][C:24]([C:27]2[CH:28]=[C:29]([CH:30]=[CH:31][CH:32]=2)[CH2:2][C:3]2[C:8](=[O:9])[CH:7]=[CH:6][N:5]([C:10]3[CH:11]=[N:12][N:13]([CH3:15])[CH:14]=3)[N:4]=2)=[N:25][CH:26]=1, predict the reactants needed to synthesize it. The reactants are: Cl[CH2:2][C:3]1[C:8](=[O:9])[CH:7]=[CH:6][N:5]([C:10]2[CH:11]=[N:12][N:13]([CH3:15])[CH:14]=2)[N:4]=1.[CH3:16][O:17][CH2:18][CH2:19][O:20][C:21]1[CH:22]=[N:23][C:24]([C:27]2[CH:32]=[CH:31][CH:30]=[C:29](B3OC(C)(C)C(C)(C)O3)[CH:28]=2)=[N:25][CH:26]=1.[O-]P([O-])([O-])=O.[K+].[K+].[K+]. (4) Given the product [CH:25]1([CH2:24][N:19]2[CH:20]=[C:16]([C:13]3[N:12]=[CH:11][C:10]4[N:9]=[N:8][N:7]([CH2:6][O:5][CH2:4][CH2:3][Si:2]([CH3:22])([CH3:21])[CH3:1])[C:15]=4[CH:14]=3)[N:17]=[CH:18]2)[CH2:27][CH2:26]1, predict the reactants needed to synthesize it. The reactants are: [CH3:1][Si:2]([CH3:22])([CH3:21])[CH2:3][CH2:4][O:5][CH2:6][N:7]1[C:15]2[CH:14]=[C:13]([C:16]3[N:17]=[CH:18][NH:19][CH:20]=3)[N:12]=[CH:11][C:10]=2[N:9]=[N:8]1.Br[CH2:24][CH:25]1[CH2:27][CH2:26]1.C([O-])([O-])=O.[K+].[K+]. (5) Given the product [Br:11][C:10]1[C:5]([C:3]2[N:4]=[C:18]([C:17]3[CH:20]=[C:13]([Br:12])[CH:14]=[CH:15][C:16]=3[OH:21])[NH:1][N:2]=2)=[N:6][CH:7]=[CH:8][CH:9]=1, predict the reactants needed to synthesize it. The reactants are: [NH2:1][NH:2][C:3]([C:5]1[C:10]([Br:11])=[CH:9][CH:8]=[CH:7][N:6]=1)=[NH:4].[Br:12][C:13]1[CH:14]=[CH:15][C:16]([OH:21])=[C:17]([CH:20]=1)[CH:18]=O. (6) Given the product [CH2:56]([O:30][C:26]1[C:25]([CH3:31])=[CH:24][CH:23]=[CH:22][C:27]=1/[CH:28]=[CH:29]\[C:49]([OH:51])=[O:50])[C:55]1[CH:60]=[CH:61][CH:62]=[CH:63][CH:54]=1, predict the reactants needed to synthesize it. The reactants are: FC1C=CC(C2N=C(C(N3[CH2:29][CH2:28][C:27]4[C:22](=[CH:23][CH:24]=[C:25]([CH3:31])[C:26]=4[OH:30])C3)=O)C3C(=CC=CC=3)N=2)=CC=1.FC1C=CC(C2N=C([C:49]([OH:51])=[O:50])C3C(=CC=CC=3)N=2)=CC=1.Cl.O[C:54]1[C:63](C)=[CH:62][CH:61]=[C:60]2[C:55]=1[CH2:56]CNC2. (7) Given the product [C:50]([OH:55])(=[O:54])[C:51]([OH:53])=[O:52].[CH3:3][CH:2]([O:4][C:5]1[N:6]=[C:7]([CH:11]2[CH2:15][CH2:14][N:13]([CH2:47][CH2:46][C:45]3[C:40]([N:35]4[CH2:36][CH2:37][CH2:38][CH2:39][C:34]4=[O:33])=[N:41][CH:42]=[CH:43][CH:44]=3)[CH2:12]2)[CH:8]=[CH:9][CH:10]=1)[CH3:1], predict the reactants needed to synthesize it. The reactants are: [CH3:1][CH:2]([O:4][C:5]1[CH:10]=[CH:9][CH:8]=[C:7]([CH:11]2[CH2:15][CH2:14][NH:13][CH2:12]2)[N:6]=1)[CH3:3].C(O)(=O)C.C(N(CC)C(C)C)(C)C.C([BH3-])#N.[Na+].[O:33]=[C:34]1[CH2:39][CH2:38][CH2:37][CH2:36][N:35]1[C:40]1[C:45]([CH2:46][CH:47]=O)=[CH:44][CH:43]=[CH:42][N:41]=1.Cl.[C:50]([OH:55])(=[O:54])[C:51]([OH:53])=[O:52]. (8) Given the product [Cl:1][CH2:2][C:3](=[O:8])[CH2:4][C:5]([C:10]1[C:11]([CH3:16])=[CH:12][C:13]([CH3:15])=[CH:14][C:9]=1[CH3:17])=[O:6], predict the reactants needed to synthesize it. The reactants are: [Cl:1][CH2:2][C:3](=[O:8])[CH2:4][C:5](Cl)=[O:6].[C:9]1([CH3:17])[CH:14]=[C:13]([CH3:15])[CH:12]=[C:11]([CH3:16])[CH:10]=1. (9) Given the product [O:28]=[C:27]1[C:17]2[C:18]3[C:19](=[CH:20][NH:21][C:22]=3[CH:23]=[C:15]([NH:14][C:13]([C@@H:10]3[CH2:11][CH2:12][NH:8][C@H:9]3[C:30]3[CH:35]=[CH:34][CH:33]=[CH:32][CH:31]=3)=[O:29])[CH:16]=2)[CH:24]=[N:25][NH:26]1, predict the reactants needed to synthesize it. The reactants are: C(OC([N:8]1[CH2:12][CH2:11][CH:10]([C:13](=[O:29])[NH:14][C:15]2[CH:16]=[C:17]3[C:27](=[O:28])[NH:26][N:25]=[CH:24][C:19]4=[CH:20][NH:21][C:22]([CH:23]=2)=[C:18]34)[CH:9]1[C:30]1[CH:35]=[CH:34][CH:33]=[CH:32][CH:31]=1)=O)(C)(C)C. (10) Given the product [Cl:9][C:10]1[CH:15]=[C:14]([CH:13]=[C:12]([CH3:18])[C:11]=1[NH:19][S:20]([CH3:23])(=[O:22])=[O:21])[C:16]([NH:2][OH:3])=[NH:17], predict the reactants needed to synthesize it. The reactants are: Cl.[NH2:2][OH:3].C([O-])(O)=O.[Na+].[Cl:9][C:10]1[CH:15]=[C:14]([C:16]#[N:17])[CH:13]=[C:12]([CH3:18])[C:11]=1[NH:19][S:20]([CH3:23])(=[O:22])=[O:21].